Task: Predict which catalyst facilitates the given reaction.. Dataset: Catalyst prediction with 721,799 reactions and 888 catalyst types from USPTO (1) Reactant: [C:9](O[C:9]([O:11][C:12]([CH3:15])([CH3:14])[CH3:13])=[O:10])([O:11][C:12]([CH3:15])([CH3:14])[CH3:13])=[O:10].[NH:16]1[C:25]2[C:20](=[CH:21][CH:22]=[CH:23][CH:24]=2)[CH2:19][CH2:18][CH2:17]1.C(N(CC)CC)C. Product: [N:16]1([C:9]([O:11][C:12]([CH3:13])([CH3:14])[CH3:15])=[O:10])[C:25]2[C:20](=[CH:21][CH:22]=[CH:23][CH:24]=2)[CH2:19][CH2:18][CH2:17]1. The catalyst class is: 649. (2) The catalyst class is: 32. Product: [C:34]([S:38][C:18]1[CH:19]=[C:20]2[C:15](=[CH:16][C:17]=1[O:22][CH3:23])[N:14]=[CH:13][N:12]=[C:11]2[NH:10][C:8]1[CH:7]=[CH:6][C:5]2[S:1][CH:2]=[N:3][C:4]=2[CH:9]=1)([CH3:29])([CH3:25])[CH3:33]. Reactant: [S:1]1[C:5]2[CH:6]=[CH:7][C:8]([NH:10][C:11]3[C:20]4[C:15](=[CH:16][C:17]([O:22][CH3:23])=[C:18](I)[CH:19]=4)[N:14]=[CH:13][N:12]=3)=[CH:9][C:4]=2[N:3]=[CH:2]1.Cl[C:25]1[C:34]2[C:29](=CC(OC)=C(I)[CH:33]=2)N=CN=1.[S:38]1C2C=CC(N)=CC=2N=C1. (3) Reactant: CCOC(/N=N/C(OCC)=O)=O.[N+:13]([C:16]1[CH:17]=[C:18]([OH:22])[CH:19]=[CH:20][CH:21]=1)([O-:15])=[O:14].[CH3:23][O:24][CH2:25][C@@H:26](O)[CH3:27].C1(P(C2C=CC=CC=2)C2C=CC=CC=2)C=CC=CC=1.C(=O)([O-])O.[Na+]. Product: [CH3:23][O:24][CH2:25][C@H:26]([O:22][C:18]1[CH:19]=[CH:20][CH:21]=[C:16]([N+:13]([O-:15])=[O:14])[CH:17]=1)[CH3:27]. The catalyst class is: 2.